This data is from Forward reaction prediction with 1.9M reactions from USPTO patents (1976-2016). The task is: Predict the product of the given reaction. (1) The product is: [Cl:1][C:2]1[CH:3]=[CH:4][C:5]([C:12]([F:15])([F:14])[F:13])=[C:6]([CH2:8][C:9]([N:22]2[CH2:26][CH2:25][C:24]([C:27]3[CH:32]=[CH:31][C:30]([OH:33])=[CH:29][CH:28]=3)=[N:23]2)=[O:11])[CH:7]=1. Given the reactants [Cl:1][C:2]1[CH:3]=[CH:4][C:5]([C:12]([F:15])([F:14])[F:13])=[C:6]([CH2:8][C:9]([OH:11])=O)[CH:7]=1.C(Cl)(=O)C(Cl)=O.[NH:22]1[CH2:26][CH2:25][C:24]([C:27]2[CH:32]=[CH:31][C:30]([OH:33])=[CH:29][CH:28]=2)=[N:23]1, predict the reaction product. (2) Given the reactants [CH3:1][O:2][C:3]([C:5]1[CH:6]=[C:7]([CH2:11][C:12]([OH:14])=O)[CH:8]=[CH:9][CH:10]=1)=[O:4].N1C=CC=CC=1.C(Cl)(=O)C([Cl:24])=O, predict the reaction product. The product is: [Cl:24][C:12](=[O:14])[CH2:11][C:7]1[CH:6]=[C:5]([CH:10]=[CH:9][CH:8]=1)[C:3]([O:2][CH3:1])=[O:4]. (3) Given the reactants Cl.[CH2:2]([O:4][C:5]([C@@H:7]1[CH2:12][CH2:11][CH2:10][CH2:9][C@@H:8]1[NH2:13])=[O:6])[CH3:3], predict the reaction product. The product is: [CH2:2]([O:4][C:5]([C@@H:7]1[CH2:12][CH2:11][CH2:10][CH2:9][C@@H:8]1[NH2:13])=[O:6])[CH3:3]. (4) Given the reactants [CH3:1][O:2][C:3]1C=C(O)[CH:6]=[CH:7][CH:8]=1.[CH2:10]([O:12][C:13](=[O:28])[C:14]([C:26]#[N:27])=[CH:15][C:16]1[CH:21]=[C:20]([O:22][CH3:23])[CH:19]=[C:18]([O:24][CH3:25])[CH:17]=1)[CH3:11], predict the reaction product. The product is: [C:26]([C:14]1[C:13](=[O:28])[O:12][C:10]2[C:6]([C:15]=1[C:16]1[CH:21]=[C:20]([O:22][CH3:23])[CH:19]=[C:18]([O:24][CH3:25])[CH:17]=1)=[CH:7][CH:8]=[C:3]([O:2][CH3:1])[CH:11]=2)#[N:27].